This data is from Forward reaction prediction with 1.9M reactions from USPTO patents (1976-2016). The task is: Predict the product of the given reaction. Given the reactants [Cl:1][C:2]1[CH:10]=[C:9]2[C:5]([C:6]3([C@@H:15]([C:16]4[CH:21]=[CH:20][N:19]=[C:18]([Cl:22])[C:17]=4[F:23])[C@H:14]([C:24]([OH:26])=[O:25])[N:13]([C@H](C4C=CC=CC=4)[C@@H](O)C4C=CC=CC=4)[C:12]43[CH2:46][CH2:45][C:44]([CH3:48])([CH3:47])[CH2:43][CH2:42]4)[C:7](=[O:11])[NH:8]2)=[CH:4][CH:3]=1.[N+]([O-])([O-])=O.[NH4+].[NH4+].[Ce+4].[N+]([O-])([O-])=O.[N+]([O-])([O-])=O.[N+]([O-])([O-])=O.[N+]([O-])([O-])=O.[N+]([O-])([O-])=O.C(=O)([O-])[O-].[K+].[K+], predict the reaction product. The product is: [Cl:1][C:2]1[CH:10]=[C:9]2[C:5]([C:6]3([C@@H:15]([C:16]4[CH:21]=[CH:20][N:19]=[C:18]([Cl:22])[C:17]=4[F:23])[C@H:14]([C:24]([OH:26])=[O:25])[NH:13][C:12]43[CH2:46][CH2:45][C:44]([CH3:48])([CH3:47])[CH2:43][CH2:42]4)[C:7](=[O:11])[NH:8]2)=[CH:4][CH:3]=1.